From a dataset of Forward reaction prediction with 1.9M reactions from USPTO patents (1976-2016). Predict the product of the given reaction. (1) Given the reactants O=[CH:2][CH2:3][CH2:4][CH2:5][CH2:6][C:7]([O:9][CH2:10][CH3:11])=[O:8].Cl.[Cl:13][C:14]1[CH:19]=[CH:18][C:17]([NH:20]N)=[CH:16][CH:15]=1, predict the reaction product. The product is: [Cl:13][C:14]1[CH:19]=[C:18]2[C:17](=[CH:16][CH:15]=1)[NH:20][CH:2]=[C:3]2[CH2:4][CH2:5][CH2:6][C:7]([O:9][CH2:10][CH3:11])=[O:8]. (2) Given the reactants [CH2:1]([O:3][C:4]([N:6]1[CH2:11][CH2:10][N:9]([C:12]([CH:14]([NH:23][C:24]([C:26]2[CH:35]=[C:34]([O:36][CH3:37])[C:33]3[C:28](=[CH:29][CH:30]=[CH:31][CH:32]=3)[N:27]=2)=[O:25])[CH2:15][C:16]2[CH:21]=[CH:20][CH:19]=[CH:18][C:17]=2[OH:22])=[O:13])[CH2:8][CH2:7]1)=[O:5])[CH3:2].Br[CH2:39][C:40]([O:42][CH2:43][CH3:44])=[O:41], predict the reaction product. The product is: [CH2:1]([O:3][C:4]([N:6]1[CH2:7][CH2:8][N:9]([C:12]([CH:14]([NH:23][C:24]([C:26]2[CH:35]=[C:34]([O:36][CH3:37])[C:33]3[C:28](=[CH:29][CH:30]=[CH:31][CH:32]=3)[N:27]=2)=[O:25])[CH2:15][C:16]2[CH:21]=[CH:20][CH:19]=[CH:18][C:17]=2[O:22][CH2:39][C:40]([O:42][CH2:43][CH3:44])=[O:41])=[O:13])[CH2:10][CH2:11]1)=[O:5])[CH3:2]. (3) The product is: [OH:24][CH2:23][C:8]1[S:9][C:10]2[CH2:11][N:12]([C:16]([O:18][C:19]([CH3:22])([CH3:21])[CH3:20])=[O:17])[CH2:13][CH2:14][C:15]=2[N:7]=1. Given the reactants [H-].[Al+3].[Li+].[H-].[H-].[H-].[N:7]1[C:15]2[CH2:14][CH2:13][N:12]([C:16]([O:18][C:19]([CH3:22])([CH3:21])[CH3:20])=[O:17])[CH2:11][C:10]=2[S:9][C:8]=1[C:23](OC)=[O:24], predict the reaction product. (4) The product is: [OH:24][CH2:23][CH2:22][C:5]1[CH:6]=[C:7]2[C:20](=[CH:21][C:4]=1[N+:1]([O-:3])=[O:2])[CH2:19][C@:9]1([C:17]3[C:12](=[N:13][CH:14]=[CH:15][CH:16]=3)[NH:11][C:10]1=[O:18])[CH2:8]2. Given the reactants [N+:1]([C:4]1[CH:21]=[C:20]2[C:7]([CH2:8][C@:9]3([CH2:19]2)[C:17]2[C:12](=[N:13][CH:14]=[CH:15][CH:16]=2)[NH:11][C:10]3=[O:18])=[CH:6][C:5]=1[CH2:22][C:23](O)=[O:24])([O-:3])=[O:2].B, predict the reaction product. (5) Given the reactants [CH:1]12[CH2:8][CH2:7][CH:4]([CH:5]=[CH:6]1)[CH:3]=[C:2]2[C:9]([OH:11])=[O:10], predict the reaction product. The product is: [CH:1]12[CH2:6][CH2:5][CH:4]([CH2:7][CH2:8]1)[CH:3]=[C:2]2[C:9]([OH:11])=[O:10]. (6) Given the reactants [Br:1][C:2]1[CH:7]=[CH:6][C:5]([OH:8])=[CH:4][C:3]=1[N+:9]([O-:11])=[O:10].C(=O)([O-])[O-].[K+].[K+].[CH2:18](Br)[C:19]1[CH:24]=[CH:23][CH:22]=[CH:21][CH:20]=1.O, predict the reaction product. The product is: [CH2:18]([O:8][C:5]1[CH:6]=[CH:7][C:2]([Br:1])=[C:3]([N+:9]([O-:11])=[O:10])[CH:4]=1)[C:19]1[CH:24]=[CH:23][CH:22]=[CH:21][CH:20]=1.